This data is from Catalyst prediction with 721,799 reactions and 888 catalyst types from USPTO. The task is: Predict which catalyst facilitates the given reaction. Reactant: [C:1]([O:5][C:6]([N:8]1[CH2:13][CH2:12][CH:11]([O:14][C:15]2[CH:20]=[C:19]([CH3:21])[C:18]([C:22]3[CH:27]=[CH:26][CH:25]=[C:24]([CH2:28][O:29][C:30]4[CH:43]=[CH:42][C:33]5[C@H:34]([CH2:37][C:38]([O:40]C)=[O:39])[CH2:35][O:36][C:32]=5[CH:31]=4)[CH:23]=3)=[C:17]([CH3:44])[CH:16]=2)[CH2:10][CH2:9]1)=[O:7])([CH3:4])([CH3:3])[CH3:2].[OH-].[Na+]. Product: [C:1]([O:5][C:6]([N:8]1[CH2:13][CH2:12][CH:11]([O:14][C:15]2[CH:16]=[C:17]([CH3:44])[C:18]([C:22]3[CH:27]=[CH:26][CH:25]=[C:24]([CH2:28][O:29][C:30]4[CH:43]=[CH:42][C:33]5[C@H:34]([CH2:37][C:38]([OH:40])=[O:39])[CH2:35][O:36][C:32]=5[CH:31]=4)[CH:23]=3)=[C:19]([CH3:21])[CH:20]=2)[CH2:10][CH2:9]1)=[O:7])([CH3:4])([CH3:3])[CH3:2]. The catalyst class is: 5.